This data is from Full USPTO retrosynthesis dataset with 1.9M reactions from patents (1976-2016). The task is: Predict the reactants needed to synthesize the given product. (1) The reactants are: COC1C=C(CC(Cl)=O)C=CC=1.CC1[N:19]=C(C2N=C3N=C(N)C=CN3C=2C2C=CN=C(SC)N=2)C=CC=1.COC1C=CC=CC=1CC(Cl)=O.[CH3:50][O:51][C:52]1[CH:53]=[C:54]([CH2:58][C:59]([NH:61][C:62]2[CH:67]=[CH:66][N:65]3[C:68]([C:78]4[CH:83]=[CH:82][N:81]=[C:80](SC)[N:79]=4)=[C:69]([C:71]4[CH:76]=[CH:75][CH:74]=[C:73]([CH3:77])[N:72]=4)[N:70]=[C:64]3[N:63]=2)=[O:60])[CH:55]=[CH:56][CH:57]=1. Given the product [NH2:19][C:80]1[N:79]=[C:78]([C:68]2[N:65]3[CH:66]=[CH:67][C:62]([NH:61][C:59](=[O:60])[CH2:58][C:54]4[CH:55]=[CH:56][CH:57]=[C:52]([O:51][CH3:50])[CH:53]=4)=[N:63][C:64]3=[N:70][C:69]=2[C:71]2[CH:76]=[CH:75][CH:74]=[C:73]([CH3:77])[N:72]=2)[CH:83]=[CH:82][N:81]=1, predict the reactants needed to synthesize it. (2) Given the product [C:17]12([C:4]3[C:5]([OH:16])=[C:6]([CH:15]=[C:2]([Br:1])[CH:3]=3)[C:7]([C:9]3[CH:14]=[CH:13][CH:12]=[CH:11][CH:10]=3)=[O:8])[CH2:26][CH:21]3[CH2:22][CH:23]([CH2:25][CH:19]([CH2:20]3)[CH2:18]1)[CH2:24]2, predict the reactants needed to synthesize it. The reactants are: [Br:1][C:2]1[CH:3]=[CH:4][C:5]([OH:16])=[C:6]([CH:15]=1)[C:7]([C:9]1[CH:14]=[CH:13][CH:12]=[CH:11][CH:10]=1)=[O:8].[C:17]12(O)[CH2:26][CH:21]3[CH2:22][CH:23]([CH2:25][CH:19]([CH2:20]3)[CH2:18]1)[CH2:24]2.S(=O)(=O)(O)O.C(=O)(O)[O-].[Na+]. (3) Given the product [Br:1][C:2]1[CH:3]=[C:4]2[C:9](=[CH:10][CH:11]=1)[N:8]=[C:7]([CH:12]([Br:16])[CH3:13])[N:6]([CH3:14])[C:5]2=[O:15], predict the reactants needed to synthesize it. The reactants are: [Br:1][C:2]1[CH:3]=[C:4]2[C:9](=[CH:10][CH:11]=1)[N:8]=[C:7]([CH2:12][CH3:13])[N:6]([CH3:14])[C:5]2=[O:15].[Br:16]Br.O. (4) Given the product [Cl:9][C:10]1[CH:34]=[C:33]([N:35]2[CH2:39][CH2:38][CH2:37][CH2:36]2)[CH:32]=[CH:31][C:11]=1[C:12]([N:14]1[C:20]2[CH:21]=[CH:22][CH:23]=[CH:24][C:19]=2[CH2:18][N:17]([CH2:25][C:26]2[O:1][N:2]=[C:3]([CH2:4][CH3:5])[N:6]=2)[C:16](=[O:30])[CH2:15]1)=[O:13], predict the reactants needed to synthesize it. The reactants are: [OH:1][NH:2][C:3](=[NH:6])[CH2:4][CH3:5].[H-].[Na+].[Cl:9][C:10]1[CH:34]=[C:33]([N:35]2[CH2:39][CH2:38][CH2:37][CH2:36]2)[CH:32]=[CH:31][C:11]=1[C:12]([N:14]1[C:20]2[CH:21]=[CH:22][CH:23]=[CH:24][C:19]=2[CH2:18][N:17]([CH2:25][C:26](OC)=O)[C:16](=[O:30])[CH2:15]1)=[O:13]. (5) Given the product [CH3:20][O:21][C:22](=[O:27])[C:23]([NH:24][C:12]([C:10]1[CH:9]=[CH:8][C:7]([C:15]2[CH:19]=[CH:18][NH:17][N:16]=2)=[C:6]([O:5][CH2:4][CH:1]2[CH2:2][CH2:3]2)[N:11]=1)=[O:14])([CH3:26])[CH3:25], predict the reactants needed to synthesize it. The reactants are: [CH:1]1([CH2:4][O:5][C:6]2[N:11]=[C:10]([C:12]([OH:14])=O)[CH:9]=[CH:8][C:7]=2[C:15]2[CH:19]=[CH:18][NH:17][N:16]=2)[CH2:3][CH2:2]1.[CH3:20][O:21][C:22](=[O:27])[C:23]([CH3:26])([CH3:25])[NH2:24]. (6) Given the product [Br:1][C:10]1[C:11]2[C:12](=[N:13][CH:14]=[C:15]([C:17]3[CH:22]=[CH:21][CH:20]=[C:19]([F:23])[CH:18]=3)[CH:16]=2)[N:8]([Si:7]([C:3]([CH3:6])([CH3:5])[CH3:4])([CH3:25])[CH3:24])[CH:9]=1, predict the reactants needed to synthesize it. The reactants are: [Br:1]Br.[C:3]([Si:7]([CH3:25])([CH3:24])[N:8]1[C:12]2=[N:13][CH:14]=[C:15]([C:17]3[CH:22]=[CH:21][CH:20]=[C:19]([F:23])[CH:18]=3)[CH:16]=[C:11]2[CH:10]=[CH:9]1)([CH3:6])([CH3:5])[CH3:4].N1C=CC=CC=1.C([O-])(O)=O.[Na+].[O-]S([O-])(=S)=O.[Na+].[Na+]. (7) Given the product [C:1]([O:5][C:6]([N:8]1[CH2:13][CH2:12][N:11]([C:37]2[N:36]=[C:35]([C:32]3[CH:33]=[CH:34][C:29]([C:28](=[O:42])[NH:27][CH2:26][CH2:25][C:22]4[CH:23]=[C:24]5[C:19](=[CH:20][CH:21]=4)[NH:18][CH:17]=[C:16]5[C:14]#[N:15])=[CH:30][CH:31]=3)[CH:40]=[CH:39][N:38]=2)[CH2:10][CH2:9]1)=[O:7])([CH3:4])([CH3:2])[CH3:3], predict the reactants needed to synthesize it. The reactants are: [C:1]([O:5][C:6]([N:8]1[CH2:13][CH2:12][NH:11][CH2:10][CH2:9]1)=[O:7])([CH3:4])([CH3:3])[CH3:2].[C:14]([C:16]1[C:24]2[C:19](=[CH:20][CH:21]=[C:22]([CH2:25][CH2:26][NH:27][C:28](=[O:42])[C:29]3[CH:34]=[CH:33][C:32]([C:35]4[CH:40]=[CH:39][N:38]=[C:37](Cl)[N:36]=4)=[CH:31][CH:30]=3)[CH:23]=2)[NH:18][CH:17]=1)#[N:15]. (8) The reactants are: [Br:1][C:2]1[CH:3]=[CH:4][C:5]([Cl:22])=[C:6]([CH:21]=1)[O:7][C:8]1[CH:13]=[CH:12][C:11]([C:14]2[N:18]=[C:17]([C:19]#[N:20])[O:16][N:15]=2)=[CH:10][CH:9]=1.[N-:23]=[N+:24]=[N-:25].[Na+].[Cl-].[NH4+]. Given the product [Br:1][C:2]1[CH:3]=[CH:4][C:5]([Cl:22])=[C:6]([CH:21]=1)[O:7][C:8]1[CH:9]=[CH:10][C:11]([C:14]2[N:18]=[C:17]([C:19]3[NH:25][N:24]=[N:23][N:20]=3)[O:16][N:15]=2)=[CH:12][CH:13]=1, predict the reactants needed to synthesize it. (9) Given the product [CH3:28][N:27]1[C:18]2=[N:19][CH:20]=[C:21]([C:23]([F:26])([F:24])[F:25])[CH:22]=[C:17]2[N:16]=[C:15]1[C:14]1[CH:13]=[CH:12][N:11]=[CH:10][C:9]=1[OH:8], predict the reactants needed to synthesize it. The reactants are: C([O:8][C:9]1[CH:10]=[N:11][CH:12]=[CH:13][C:14]=1[C:15]1[N:27]([CH3:28])[C:18]2=[N:19][CH:20]=[C:21]([C:23]([F:26])([F:25])[F:24])[CH:22]=[C:17]2[N:16]=1)C1C=CC=CC=1. (10) Given the product [Cl:12][C:11]1[C:6]2[N:7]([C:13]([C:15]3[CH:16]=[CH:17][C:18]([O:19][C:20]4[CH:25]=[CH:24][CH:23]=[C:22]([S:26]([CH3:29])(=[O:28])=[O:27])[CH:21]=4)=[CH:30][CH:31]=3)=[C:4]([CH:1]([CH3:3])[CH3:2])[N:5]=2)[CH:8]=[CH:9][CH:10]=1, predict the reactants needed to synthesize it. The reactants are: [CH:1]([C:4]1[N:5]=[C:6]2[C:11]([Cl:12])=[CH:10][CH:9]=[CH:8][N:7]2[CH:13]=1)([CH3:3])[CH3:2].Br[C:15]1[CH:31]=[CH:30][C:18]([O:19][C:20]2[CH:25]=[CH:24][CH:23]=[C:22]([S:26]([CH3:29])(=[O:28])=[O:27])[CH:21]=2)=[CH:17][CH:16]=1.